Task: Regression. Given a peptide amino acid sequence and an MHC pseudo amino acid sequence, predict their binding affinity value. This is MHC class I binding data.. Dataset: Peptide-MHC class I binding affinity with 185,985 pairs from IEDB/IMGT The peptide sequence is HWMDATFNI. The MHC is HLA-A02:19 with pseudo-sequence HLA-A02:19. The binding affinity (normalized) is 0.0847.